This data is from Catalyst prediction with 721,799 reactions and 888 catalyst types from USPTO. The task is: Predict which catalyst facilitates the given reaction. (1) Reactant: [CH3:1][O:2][C:3]([CH:5]1[CH2:10][CH:9]([CH2:11][CH2:12][O:13][CH2:14][C:15]2[CH:20]=[CH:19][CH:18]=[CH:17][CH:16]=2)[CH2:8][CH2:7][CH:6]1O)=[O:4].O=S(Cl)Cl.C1CCN2C(=NCCC2)CC1.CCOC(C)=O. Product: [CH3:1][O:2][C:3]([C:5]1[CH2:10][CH:9]([CH2:11][CH2:12][O:13][CH2:14][C:15]2[CH:16]=[CH:17][CH:18]=[CH:19][CH:20]=2)[CH2:8][CH2:7][CH:6]=1)=[O:4]. The catalyst class is: 17. (2) Reactant: [F:1][C:2]1[CH:3]=[C:4](C(OS(C)(=O)=O)C2OC=CN=2)[CH:5]=[CH:6][CH:7]=1.Cl.[CH2:20]([CH:22]([CH2:39][CH3:40])[C:23]([NH:25][C:26]1[CH:31]=[CH:30][C:29]([N:32]2[CH2:37][CH2:36][NH:35][CH2:34][CH2:33]2)=[C:28]([F:38])[CH:27]=1)=[O:24])[CH3:21].CC[N:43]([CH:47]([CH3:49])C)[CH:44]([CH3:46])C.[OH2:50]. Product: [CH2:39]([CH:22]([CH2:20][CH3:21])[C:23]([NH:25][C:26]1[CH:31]=[CH:30][C:29]([N:32]2[CH2:33][CH2:34][N:35]([CH:49]([C:5]3[CH:4]=[CH:3][C:2]([F:1])=[CH:7][CH:6]=3)[C:47]3[O:50][CH:46]=[CH:44][N:43]=3)[CH2:36][CH2:37]2)=[C:28]([F:38])[CH:27]=1)=[O:24])[CH3:40]. The catalyst class is: 23.